Task: Regression/Classification. Given a drug SMILES string, predict its absorption, distribution, metabolism, or excretion properties. Task type varies by dataset: regression for continuous measurements (e.g., permeability, clearance, half-life) or binary classification for categorical outcomes (e.g., BBB penetration, CYP inhibition). For this dataset (lipophilicity_astrazeneca), we predict Y.. Dataset: Experimental lipophilicity measurements (octanol/water distribution) for 4,200 compounds from AstraZeneca (1) The drug is C[C@H](CO)Nc1nc(SCc2cccc(F)c2F)nc2[nH]c(=O)c(C#N)cc12. The Y is 3.32 logD. (2) The molecule is c1ccc2cnccc2c1. The Y is 1.60 logD. (3) The compound is C[C@H]1CN(Cc2cc(Cl)ccc2OC(C)(C)C(=O)O)CCN1S(=O)(=O)c1ccccc1. The Y is 0.540 logD. (4) The drug is CC(C)(Cc1cccc(CC(=O)NCc2cccc(-c3ccc(O)cc3)c2)c1)NC[C@H](O)c1ccc(O)c(NS(C)(=O)=O)c1. The Y is 1.91 logD. (5) The compound is NC1=NC(c2ccco2)Nc2c(F)ccc(F)c21. The Y is 1.20 logD. (6) The molecule is O=C(O)c1ccc(Nc2ncc3c(n2)-c2ccc(Cl)cc2C(c2c(F)cccc2F)=NC3)cc1. The Y is 2.58 logD. (7) The compound is CS(=O)(=O)Cc1cc(N2CCOCC2)nc(-c2cnc3[nH]ccc3c2)n1. The Y is 1.92 logD. (8) The drug is O=C(O)c1ccc2cccc(O)c2n1. The Y is 3.30 logD. (9) The compound is Cc1cc2n[nH]c(=O)n2c2cc(-c3ccc(CO)cc3)ccc12. The Y is 2.86 logD. (10) The molecule is O=c1c2ccccc2nc2ccccn12. The Y is 2.10 logD.